Dataset: Reaction yield outcomes from USPTO patents with 853,638 reactions. Task: Predict the reaction yield, written as a fraction of the theoretical maximum amount of product (1.0 means a 100% yield; for example, 0.34 means a 34% yield). The product is [OH:1][CH:2]([C:6]1[CH:11]=[CH:10][C:9]([C:12]2[N:16]=[C:15]([C:17]3[C:21]([C:22]([F:25])([F:23])[F:24])=[C:20]([C:26]4[CH:27]=[CH:28][CH:29]=[CH:30][CH:31]=4)[O:19][N:18]=3)[O:14][N:13]=2)=[CH:8][CH:7]=1)[C:3]([NH:32][CH2:33][C@@H:34]([OH:36])[CH3:35])=[O:5]. The yield is 0.471. The catalyst is CN(C=O)C. The reactants are [OH:1][CH:2]([C:6]1[CH:11]=[CH:10][C:9]([C:12]2[N:16]=[C:15]([C:17]3[C:21]([C:22]([F:25])([F:24])[F:23])=[C:20]([C:26]4[CH:31]=[CH:30][CH:29]=[CH:28][CH:27]=4)[O:19][N:18]=3)[O:14][N:13]=2)=[CH:8][CH:7]=1)[C:3]([OH:5])=O.[NH2:32][CH2:33][C@@H:34]([OH:36])[CH3:35].CN(C(ON1N=NC2C=CC=NC1=2)=[N+](C)C)C.F[P-](F)(F)(F)(F)F.CN1CCOCC1.